From a dataset of Catalyst prediction with 721,799 reactions and 888 catalyst types from USPTO. Predict which catalyst facilitates the given reaction. Reactant: [C:1]([O:5][CH2:6][CH2:7][CH2:8][CH2:9][CH2:10][CH2:11][CH2:12][CH2:13][CH2:14][CH2:15][CH2:16][P:17]([O:22]CC)([O:19]CC)=[O:18])(=[O:4])[CH:2]=[CH2:3].[Si](Br)(C)(C)C.Cl. Product: [C:1]([O:5][CH2:6][CH2:7][CH2:8][CH2:9][CH2:10][CH2:11][CH2:12][CH2:13][CH2:14][CH2:15][CH2:16][P:17](=[O:18])([OH:22])[OH:19])(=[O:4])[CH:2]=[CH2:3]. The catalyst class is: 2.